From a dataset of Catalyst prediction with 721,799 reactions and 888 catalyst types from USPTO. Predict which catalyst facilitates the given reaction. (1) Reactant: [CH:1]1([CH:7]([OH:11])[C:8]([NH2:10])=[O:9])[CH2:6][CH2:5][CH2:4][CH2:3][CH2:2]1.[H-].[Na+].[O:14]1[C:18]2[CH:19]=[CH:20][CH:21]=[CH:22][C:17]=2[CH:16]=[C:15]1[C:23]1[N:27]2[N:28]=[C:29](Cl)[CH:30]=[CH:31][C:26]2=[N:25][CH:24]=1. Product: [O:14]1[C:18]2[CH:19]=[CH:20][CH:21]=[CH:22][C:17]=2[CH:16]=[C:15]1[C:23]1[N:27]2[N:28]=[C:29]([NH:10][C:8](=[O:9])[CH:7]([CH:1]3[CH2:6][CH2:5][CH2:4][CH2:3][CH2:2]3)[OH:11])[CH:30]=[CH:31][C:26]2=[N:25][CH:24]=1. The catalyst class is: 3. (2) Reactant: [CH3:1][NH:2][CH:3]1[CH2:8][CH2:7][CH2:6][CH2:5][CH2:4]1.Br[CH2:10][CH2:11][C:12]([O:14][CH2:15][CH3:16])=[O:13]. Product: [CH2:15]([O:14][C:12](=[O:13])[CH2:11][CH2:10][N:2]([CH:3]1[CH2:8][CH2:7][CH2:6][CH2:5][CH2:4]1)[CH3:1])[CH3:16]. The catalyst class is: 8. (3) The catalyst class is: 15. Product: [OH:1][CH2:2][C:3]([CH3:27])([C:21]1[CH:26]=[CH:25][CH:24]=[CH:23][CH:22]=1)[CH2:4][CH2:5][CH2:6][S:7]([CH2:8][CH2:9][CH2:10][C:11]([CH3:20])([C:14]1[CH:19]=[CH:18][CH:17]=[CH:16][CH:15]=1)[CH2:12][OH:13])=[O:35]. Reactant: [OH:1][CH2:2][C:3]([CH3:27])([C:21]1[CH:26]=[CH:25][CH:24]=[CH:23][CH:22]=1)[CH2:4][CH2:5][CH2:6][S:7][CH2:8][CH2:9][CH2:10][C:11]([CH3:20])([C:14]1[CH:19]=[CH:18][CH:17]=[CH:16][CH:15]=1)[CH2:12][OH:13].OO.ClCCl.C(OCC)(=[O:35])C. (4) Reactant: [CH:1]1([C:6]2([CH2:14][CH2:15][C:16]3[CH:21]=[CH:20][C:19]([O:22]C(=O)C)=[C:18]([CH2:26][CH3:27])[CH:17]=3)[CH2:11][C:10](=[O:12])[CH2:9][C:8](=[O:13])[O:7]2)[CH2:5][CH2:4][CH2:3][CH2:2]1.C(=O)([O-])[O-].[K+].[K+]. Product: [CH:1]1([C:6]2([CH2:14][CH2:15][C:16]3[CH:21]=[CH:20][C:19]([OH:22])=[C:18]([CH2:26][CH3:27])[CH:17]=3)[O:7][C:8](=[O:13])[CH2:9][C:10](=[O:12])[CH2:11]2)[CH2:5][CH2:4][CH2:3][CH2:2]1. The catalyst class is: 5. (5) Reactant: [NH2:1][CH:2]1[CH2:7][CH2:6][O:5][C:3]1=[O:4].[CH3:8][C:9]([O:12][C:13](O[C:13]([O:12][C:9]([CH3:11])([CH3:10])[CH3:8])=[O:14])=[O:14])([CH3:11])[CH3:10].C(N(CC)CC)C. Product: [C:9]([O:12][C:13](=[O:14])[NH:1][CH:2]1[CH2:7][CH2:6][O:5][C:3]1=[O:4])([CH3:11])([CH3:10])[CH3:8]. The catalyst class is: 2.